Dataset: Full USPTO retrosynthesis dataset with 1.9M reactions from patents (1976-2016). Task: Predict the reactants needed to synthesize the given product. (1) Given the product [OH:4][C:3]1[N:2]=[N:1][C:20]([C:22]2[CH:27]=[CH:26][C:25]([O:28][CH3:29])=[CH:24][CH:23]=2)=[C:19]([C:16]2[CH:15]=[CH:14][C:13]([O:12][CH3:11])=[CH:18][CH:17]=2)[N:5]=1, predict the reactants needed to synthesize it. The reactants are: [NH2:1][NH:2][C:3]([NH2:5])=[O:4].C([O-])(=O)C.[Na+].[CH3:11][O:12][C:13]1[CH:18]=[CH:17][C:16]([C:19](=O)[C:20]([C:22]2[CH:27]=[CH:26][C:25]([O:28][CH3:29])=[CH:24][CH:23]=2)=O)=[CH:15][CH:14]=1.O. (2) Given the product [CH2:1]([N:8]1[CH2:13][CH2:12][O:11][C@@H:10]2[CH2:15][O:16][CH2:17][C@@H:9]12)[C:2]1[CH:7]=[CH:6][CH:5]=[CH:4][CH:3]=1, predict the reactants needed to synthesize it. The reactants are: [CH2:1]([N:8]1[C:13](=O)[CH2:12][O:11][C@@H:10]2[CH2:15][O:16][CH2:17][C@@H:9]12)[C:2]1[CH:7]=[CH:6][CH:5]=[CH:4][CH:3]=1. (3) Given the product [C:1]1([CH2:7][CH2:8][O:9][CH2:10][CH2:11][N:12]2[CH2:17][CH2:16][CH2:15][C@H:14]([CH2:18][OH:19])[CH2:13]2)[CH:2]=[CH:3][CH:4]=[CH:5][CH:6]=1, predict the reactants needed to synthesize it. The reactants are: [C:1]1([CH2:7][CH2:8][O:9][CH2:10][CH2:11][N:12]2[CH2:17][CH2:16][CH2:15][C@H:14]([C:18](OCC)=[O:19])[CH2:13]2)[CH:6]=[CH:5][CH:4]=[CH:3][CH:2]=1.[H-].[Al+3].[Li+].[H-].[H-].[H-].CCOC(C)=O.O. (4) Given the product [F:11][C:12]1[C:17]([CH:18]([CH3:19])[CH3:20])=[CH:16][C:15]([C:21]2[CH:26]=[CH:25][C:24]([C:27]([F:30])([F:28])[F:29])=[CH:23][C:22]=2[CH2:31][N:32]2[C@@H:36]([CH3:37])[C@@H:35]([C:38]3[CH:43]=[CH:42][N+:41]([O-:6])=[CH:40][CH:39]=3)[O:34][C:33]2=[O:44])=[C:14]([O:45][CH3:46])[CH:13]=1, predict the reactants needed to synthesize it. The reactants are: ClC1C=C(C=CC=1)C(O)=[O:6].[F:11][C:12]1[C:17]([CH:18]([CH3:20])[CH3:19])=[CH:16][C:15]([C:21]2[CH:26]=[CH:25][C:24]([C:27]([F:30])([F:29])[F:28])=[CH:23][C:22]=2[CH2:31][N:32]2[C@@H:36]([CH3:37])[C@@H:35]([C:38]3[CH:43]=[CH:42][N:41]=[CH:40][CH:39]=3)[O:34][C:33]2=[O:44])=[C:14]([O:45][CH3:46])[CH:13]=1. (5) Given the product [OH:31][C:29]1[C:28]2[C:23](=[C:24]([OH:38])[CH:25]=[C:26]([C:32]3[CH:33]=[N:34][CH:35]=[CH:36][CH:37]=3)[CH:27]=2)[N:22]=[C:21]([C:19]([OH:20])=[O:18])[CH:30]=1, predict the reactants needed to synthesize it. The reactants are: COC(C1C=C(O)C2C(=C(N)C=CC=2)N=1)=O.C[O:18][C:19]([C:21]1[CH:30]=[C:29]([OH:31])[C:28]2[C:23](=[C:24]([O:38]CC3C=CC=CC=3)[CH:25]=[C:26]([C:32]3[CH:33]=[N:34][CH:35]=[CH:36][CH:37]=3)[CH:27]=2)[N:22]=1)=[O:20].